Dataset: Full USPTO retrosynthesis dataset with 1.9M reactions from patents (1976-2016). Task: Predict the reactants needed to synthesize the given product. (1) Given the product [Cl:1][C:2]1[CH:10]=[C:9]2[C:5]([C:6]([C:11]([NH2:17])=[O:13])=[N:7][NH:8]2)=[CH:4][CH:3]=1, predict the reactants needed to synthesize it. The reactants are: [Cl:1][C:2]1[CH:10]=[C:9]2[C:5]([C:6]([C:11]([OH:13])=O)=[N:7][NH:8]2)=[CH:4][CH:3]=1.[Cl-].[NH4+].C[N:17](C(ON1N=NC2C=CC=CC1=2)=[N+](C)C)C.F[P-](F)(F)(F)(F)F.CCN(C(C)C)C(C)C. (2) Given the product [CH3:13][C:5]1([CH3:14])[C:4]2[C:9](=[CH:10][CH:11]=[C:2]([B:15]3[O:19][C:18]([CH3:21])([CH3:20])[C:17]([CH3:23])([CH3:22])[O:16]3)[CH:3]=2)[C:8](=[O:12])[NH:7][CH2:6]1, predict the reactants needed to synthesize it. The reactants are: Br[C:2]1[CH:3]=[C:4]2[C:9](=[CH:10][CH:11]=1)[C:8](=[O:12])[NH:7][CH2:6][C:5]2([CH3:14])[CH3:13].[B:15]1([B:15]2[O:19][C:18]([CH3:21])([CH3:20])[C:17]([CH3:23])([CH3:22])[O:16]2)[O:19][C:18]([CH3:21])([CH3:20])[C:17]([CH3:23])([CH3:22])[O:16]1.CC([O-])=O.[K+]. (3) The reactants are: [OH:1][C@H:2]1[CH2:19][CH2:18][C@:17]2([CH3:20])[C@H:4]([C:5](=[CH2:22])[CH2:6][C@H:7]3[C@H:16]2[CH2:15][CH2:14][C@:12]2([CH3:13])[C@@H:8]3[CH2:9][CH2:10][C:11]2=[O:21])[CH2:3]1.[CH:23](=O)[C:24]1[CH:29]=[CH:28][CH:27]=[CH:26][CH:25]=1.[OH-].[K+]. Given the product [OH:1][C@H:2]1[CH2:19][CH2:18][C@:17]2([CH3:20])[C@H:4]([C:5](=[CH2:22])[CH2:6][C@H:7]3[C@H:16]2[CH2:15][CH2:14][C@:12]2([CH3:13])[C@@H:8]3[CH2:9][C:10](=[CH:23][C:24]3[CH:29]=[CH:28][CH:27]=[CH:26][CH:25]=3)[C:11]2=[O:21])[CH2:3]1, predict the reactants needed to synthesize it. (4) Given the product [C:28]([C:26]1[N:27]=[C:23]([NH:22][C:20]([C:18]2[CH:17]=[CH:16][N:13]3[C:14](=[O:15])[C:9](/[CH:8]=[CH:7]/[C:6]([OH:39])=[O:5])=[C:10]([N:32]4[CH2:33][CH2:34][CH:35]([OH:38])[CH2:36][CH2:37]4)[N:11]=[C:12]3[CH:19]=2)=[O:21])[S:24][CH:25]=1)([CH3:31])([CH3:29])[CH3:30], predict the reactants needed to synthesize it. The reactants are: C([O:5][C:6](=[O:39])/[CH:7]=[CH:8]/[C:9]1[C:14](=[O:15])[N:13]2[CH:16]=[CH:17][C:18]([C:20]([NH:22][C:23]3[S:24][CH:25]=[C:26]([C:28]([CH3:31])([CH3:30])[CH3:29])[N:27]=3)=[O:21])=[CH:19][C:12]2=[N:11][C:10]=1[N:32]1[CH2:37][CH2:36][CH:35]([OH:38])[CH2:34][CH2:33]1)(C)(C)C.